This data is from NCI-60 drug combinations with 297,098 pairs across 59 cell lines. The task is: Regression. Given two drug SMILES strings and cell line genomic features, predict the synergy score measuring deviation from expected non-interaction effect. (1) Drug 1: CC1C(C(CC(O1)OC2CC(CC3=C2C(=C4C(=C3O)C(=O)C5=C(C4=O)C(=CC=C5)OC)O)(C(=O)C)O)N)O.Cl. Drug 2: COCCOC1=C(C=C2C(=C1)C(=NC=N2)NC3=CC=CC(=C3)C#C)OCCOC.Cl. Cell line: COLO 205. Synergy scores: CSS=37.1, Synergy_ZIP=3.41, Synergy_Bliss=5.49, Synergy_Loewe=-12.7, Synergy_HSA=3.93. (2) Drug 1: C1=CC(=CC=C1CCC2=CNC3=C2C(=O)NC(=N3)N)C(=O)NC(CCC(=O)O)C(=O)O. Drug 2: C1=NC2=C(N1)C(=S)N=CN2. Cell line: MALME-3M. Synergy scores: CSS=11.6, Synergy_ZIP=-3.75, Synergy_Bliss=-9.13, Synergy_Loewe=-6.44, Synergy_HSA=-5.70. (3) Drug 1: C1CC(C1)(C(=O)O)C(=O)O.[NH2-].[NH2-].[Pt+2]. Drug 2: CC1C(C(CC(O1)OC2CC(OC(C2O)C)OC3=CC4=CC5=C(C(=O)C(C(C5)C(C(=O)C(C(C)O)O)OC)OC6CC(C(C(O6)C)O)OC7CC(C(C(O7)C)O)OC8CC(C(C(O8)C)O)(C)O)C(=C4C(=C3C)O)O)O)O. Cell line: SF-295. Synergy scores: CSS=28.6, Synergy_ZIP=-4.87, Synergy_Bliss=-2.92, Synergy_Loewe=-15.1, Synergy_HSA=-0.526. (4) Drug 1: CCC1=C2CN3C(=CC4=C(C3=O)COC(=O)C4(CC)O)C2=NC5=C1C=C(C=C5)O. Drug 2: CC12CCC3C(C1CCC2O)C(CC4=C3C=CC(=C4)O)CCCCCCCCCS(=O)CCCC(C(F)(F)F)(F)F. Cell line: COLO 205. Synergy scores: CSS=5.58, Synergy_ZIP=-1.04, Synergy_Bliss=6.24, Synergy_Loewe=-4.26, Synergy_HSA=3.15. (5) Drug 1: CN1C2=C(C=C(C=C2)N(CCCl)CCCl)N=C1CCCC(=O)O.Cl. Drug 2: C1CNP(=O)(OC1)N(CCCl)CCCl. Cell line: RPMI-8226. Synergy scores: CSS=2.37, Synergy_ZIP=-3.90, Synergy_Bliss=-9.49, Synergy_Loewe=-0.740, Synergy_HSA=-8.27.